Task: Predict the reactants needed to synthesize the given product.. Dataset: Full USPTO retrosynthesis dataset with 1.9M reactions from patents (1976-2016) (1) The reactants are: C([N:8]1[CH2:16][C:15]2([CH2:17][OH:18])[C:10]([CH2:19][OH:20])([CH2:11][CH2:12][CH2:13][CH2:14]2)[CH2:9]1)C1C=CC=CC=1.[H][H]. Given the product [OH:18][CH2:17][C:15]12[CH2:16][NH:8][CH2:9][C:10]1([CH2:19][OH:20])[CH2:11][CH2:12][CH2:13][CH2:14]2, predict the reactants needed to synthesize it. (2) Given the product [C:42]([O:41][C:39](=[O:40])[NH:46][CH2:47][CH2:48][CH2:49][NH:50][CH:18]([C:9]1[N:8]([CH2:1][C:2]2[CH:7]=[CH:6][CH:5]=[CH:4][CH:3]=2)[C:13](=[O:14])[C:12]2=[CH:15][CH:16]=[CH:17][N:11]2[N:10]=1)[CH2:19][CH3:20])([CH3:45])([CH3:43])[CH3:44], predict the reactants needed to synthesize it. The reactants are: [CH2:1]([N:8]1[C:13](=[O:14])[C:12]2=[CH:15][CH:16]=[CH:17][N:11]2[N:10]=[C:9]1[CH:18](O)[CH2:19][CH3:20])[C:2]1[CH:7]=[CH:6][CH:5]=[CH:4][CH:3]=1.C(N(CC)CC)C.CS(Cl)(=O)=O.S([O-])(=O)(=O)C.[C:39]([NH:46][CH2:47][CH2:48][CH2:49][NH2:50])([O:41][C:42]([CH3:45])([CH3:44])[CH3:43])=[O:40].